Dataset: Full USPTO retrosynthesis dataset with 1.9M reactions from patents (1976-2016). Task: Predict the reactants needed to synthesize the given product. (1) Given the product [C:26]([O:28][C:4]1[CH:5]=[CH:6][C:7]2[O:12][CH2:11][CH:10]([C:13]([O:15][CH2:16][CH3:17])=[O:14])[O:9][C:8]=2[CH:18]=1)(=[O:27])[CH3:22], predict the reactants needed to synthesize it. The reactants are: C([C:4]1[CH:5]=[CH:6][C:7]2[O:12][CH2:11][CH:10]([C:13]([O:15][CH2:16][CH3:17])=[O:14])[O:9][C:8]=2[CH:18]=1)(=O)C.ClC1C=CC=[C:22]([C:26]([O:28]O)=[O:27])C=1. (2) Given the product [C:54]([N:53]1[CH2:52][CH2:48][CH:49]([C:29]([NH:28][CH2:27][C:23]2[CH:22]=[C:21]([C:18]3[CH:19]=[C:20]4[C:15](=[C:16]([C:35]([NH2:37])=[O:36])[CH:17]=3)[NH:14][CH:13]=[C:12]4[CH:9]3[CH2:8][CH2:7][N:6]([S:3]([CH2:1][CH3:2])(=[O:4])=[O:5])[CH2:11][CH2:10]3)[CH:26]=[CH:25][CH:24]=2)=[O:34])[CH2:50][CH2:51]1)(=[O:59])[CH3:55], predict the reactants needed to synthesize it. The reactants are: [CH2:1]([S:3]([N:6]1[CH2:11][CH2:10][CH:9]([C:12]2[C:20]3[C:15](=[C:16]([C:35]([NH2:37])=[O:36])[CH:17]=[C:18]([C:21]4[CH:26]=[CH:25][CH:24]=[C:23]([CH2:27][NH:28][C:29](=[O:34])CCCC)[CH:22]=4)[CH:19]=3)[NH:14][CH:13]=2)[CH2:8][CH2:7]1)(=[O:5])=[O:4])[CH3:2].CC1(C)C(C)(C)OB(C2C=[C:48]([CH2:52][NH:53][C:54](=[O:59])[CH2:55]CCC)[CH:49]=[CH:50][CH:51]=2)O1.